Task: Predict the reactants needed to synthesize the given product.. Dataset: Full USPTO retrosynthesis dataset with 1.9M reactions from patents (1976-2016) (1) Given the product [CH3:26][C:25]1[C:17]([O:7][CH2:6][CH2:5][O:4][CH2:3][C:2]([F:9])([F:8])[F:1])=[N:18][CH:19]=[C:20]([CH:24]=1)[C:21]([OH:23])=[O:22], predict the reactants needed to synthesize it. The reactants are: [F:1][C:2]([F:9])([F:8])[CH2:3][O:4][CH2:5][CH2:6][OH:7].CC(C)([O-])C.[K+].F[C:17]1[C:25]([CH3:26])=[CH:24][C:20]([C:21]([O-:23])=[O:22])=[CH:19][N:18]=1.[OH-].[Na+]. (2) Given the product [O:1]=[C:2]1[NH:14][C:12]2[C:13]3[C:5](=[CH:6][N:7]([CH2:15][C:16]([OH:18])=[O:17])[C:8]=3[CH:9]=[CH:10][CH:11]=2)[CH2:4][CH2:3]1, predict the reactants needed to synthesize it. The reactants are: [O:1]=[C:2]1[NH:14][C:12]2[C:13]3[C:5](=[CH:6][N:7]([CH2:15][C:16]([O:18]C(C)(C)C)=[O:17])[C:8]=3[CH:9]=[CH:10][CH:11]=2)[CH2:4][CH2:3]1.C(O)(C(F)(F)F)=O. (3) Given the product [I:19][C:12]1[CH:17]=[C:16]([C:3]2[CH:4]=[CH:5][CH:6]=[CH:7][C:2]=2[Cl:1])[N:15]=[CH:14][N:13]=1, predict the reactants needed to synthesize it. The reactants are: [Cl:1][C:2]1[CH:7]=[CH:6][CH:5]=[CH:4][C:3]=1B(O)O.Cl[C:12]1[CH:17]=[C:16](Cl)[N:15]=[CH:14][N:13]=1.[IH:19]. (4) Given the product [CH3:24][O:25][C:26]1[CH:31]=[C:30]([O:32][CH3:33])[CH:29]=[CH:28][C:27]=1[C:2]1[N:10]=[C:9]2[C:5]([N:6]=[CH:7][N:8]2[CH:11]([CH3:13])[CH3:12])=[C:4]([NH:14][CH2:15][C:16]2[CH:21]=[CH:20][C:19]([O:22][CH3:23])=[CH:18][CH:17]=2)[N:3]=1, predict the reactants needed to synthesize it. The reactants are: Cl[C:2]1[N:10]=[C:9]2[C:5]([N:6]=[CH:7][N:8]2[CH:11]([CH3:13])[CH3:12])=[C:4]([NH:14][CH2:15][C:16]2[CH:21]=[CH:20][C:19]([O:22][CH3:23])=[CH:18][CH:17]=2)[N:3]=1.[CH3:24][O:25][C:26]1[CH:31]=[C:30]([O:32][CH3:33])[CH:29]=[CH:28][C:27]=1B(O)O.C([O-])([O-])=O.[Cs+].[Cs+]. (5) Given the product [CH3:46][O:47][CH2:48][CH2:49][O:50][C:11](=[O:12])[C:10]1[CH:15]=[CH:16][CH:17]=[CH:18][C:9]=1[NH:8][C:6]1[C:5]([Cl:19])=[CH:4][N:3]=[C:2]([NH:20][C:21]2[C:34]([O:35][CH3:36])=[CH:33][C:24]3[CH2:25][CH2:26][N:27]([CH2:30][CH2:31][OH:32])[CH2:28][CH2:29][C:23]=3[CH:22]=2)[N:7]=1, predict the reactants needed to synthesize it. The reactants are: Cl[C:2]1[N:7]=[C:6]([NH:8][C:9]2[CH:18]=[CH:17][CH:16]=[CH:15][C:10]=2[C:11](NC)=[O:12])[C:5]([Cl:19])=[CH:4][N:3]=1.[NH2:20][C:21]1[C:34]([O:35][CH3:36])=[CH:33][C:24]2[CH2:25][CH2:26][N:27]([CH2:30][CH2:31][OH:32])[CH2:28][CH2:29][C:23]=2[CH:22]=1.C(N)(=O)C1C=CC=CC=1.[CH3:46][O:47][CH2:48][CH2:49][OH:50]. (6) Given the product [CH3:44][O:45][CH2:46][CH2:47][NH:48][CH2:21][C:20]1[CH:23]=[C:16]([C:11]2[N:12]=[C:13]([CH3:15])[N:14]=[C:9]([NH2:8])[N:10]=2)[C:17]([NH:24][C:25]2[CH:26]=[N:27][C:28]([O:31][CH3:32])=[CH:29][CH:30]=2)=[N:18][CH:19]=1, predict the reactants needed to synthesize it. The reactants are: COC1C=CC(C[N:8](CC2C=CC(OC)=CC=2)[C:9]2[N:14]=[C:13]([CH3:15])[N:12]=[C:11]([C:16]3[C:17]([NH:24][C:25]4[CH:26]=[N:27][C:28]([O:31][CH3:32])=[CH:29][CH:30]=4)=[N:18][CH:19]=[C:20]([CH:23]=3)[CH:21]=O)[N:10]=2)=CC=1.[CH3:44][O:45][CH2:46][CH2:47][NH2:48]. (7) Given the product [C:29]([O:33][C:34]([N:21]1[CH2:20][CH2:19][C:18]([C:12]2[CH:13]=[CH:14][CH:15]=[CH:16][CH:17]=2)([C:24]([OH:26])=[O:25])[CH2:23][CH2:22]1)=[O:35])([CH3:32])([CH3:31])[CH3:30], predict the reactants needed to synthesize it. The reactants are: CC1C=CC(S(O)(=O)=O)=CC=1.[C:12]1([C:18]2([C:24]([OH:26])=[O:25])[CH2:23][CH2:22][NH:21][CH2:20][CH2:19]2)[CH:17]=[CH:16][CH:15]=[CH:14][CH:13]=1.[OH-].[Na+].[C:29]([O:33][C:34](O[C:34]([O:33][C:29]([CH3:32])([CH3:31])[CH3:30])=[O:35])=[O:35])([CH3:32])([CH3:31])[CH3:30]. (8) Given the product [NH2:57][C@H:53]([C:54](=[O:55])[NH2:56])[CH2:52][CH2:51][CH2:50][CH2:49][NH:48][C:40]([CH2:39][CH2:38][O:37][C:34]1[CH:35]=[CH:36][C:31]([CH2:30][C:29]2[C:25]([O:24][C@@H:6]3[O:7][C@H:8]([CH2:19][OH:20])[C@@H:9]([OH:15])[C@H:10]([OH:11])[C@H:5]3[OH:4])=[N:26][NH:27][C:28]=2[CH:44]([CH3:46])[CH3:45])=[C:32]([CH3:43])[CH:33]=1)=[O:42], predict the reactants needed to synthesize it. The reactants are: C([O:4][C@@H:5]1[C@@H:10]([O:11]C(=O)C)[C@H:9]([O:15]C(=O)C)[C@@H:8]([CH2:19][O:20]C(=O)C)[O:7][C@H:6]1[O:24][C:25]1[C:29]([CH2:30][C:31]2[CH:36]=[CH:35][C:34]([O:37][CH2:38][CH2:39][C:40]([OH:42])=O)=[CH:33][C:32]=2[CH3:43])=[C:28]([CH:44]([CH3:46])[CH3:45])[NH:27][N:26]=1)(=O)C.Cl.[NH2:48][CH2:49][CH2:50][CH2:51][CH2:52][C@H:53]([NH:57]C(OCC1C=CC=CC=1)=O)[C:54]([NH2:56])=[O:55].C(N1CCNCC1)C1C=CC=CC=1.